Dataset: Reaction yield outcomes from USPTO patents with 853,638 reactions. Task: Predict the reaction yield, written as a fraction of the theoretical maximum amount of product (1.0 means a 100% yield; for example, 0.34 means a 34% yield). (1) The yield is 0.840. The catalyst is [Fe]. The reactants are [F:1][C:2]1[CH:26]=[CH:25][C:24]([F:27])=[CH:23][C:3]=1[CH2:4][O:5][C:6]1[CH:11]=[CH:10][C:9]([S:12][C:13]2[CH:18]=[CH:17][C:16]([OH:19])=[CH:15][CH:14]=2)=[C:8]([N+:20]([O-])=O)[CH:7]=1.[NH4+].[Cl-]. The product is [NH2:20][C:8]1[CH:7]=[C:6]([O:5][CH2:4][C:3]2[CH:23]=[C:24]([F:27])[CH:25]=[CH:26][C:2]=2[F:1])[CH:11]=[CH:10][C:9]=1[S:12][C:13]1[CH:18]=[CH:17][C:16]([OH:19])=[CH:15][CH:14]=1. (2) The reactants are Cl[C:2]1[C:3]2[N:11]=[N:10][N:9]([CH2:12][C:13]3[CH:18]=[CH:17][CH:16]=[C:15]([N+:19]([O-:21])=[O:20])[CH:14]=3)[C:4]=2[N:5]=[C:6]([NH2:8])[N:7]=1.[CH3:22][Si:23]([CH3:37])([CH3:36])[CH2:24][CH2:25][O:26][CH2:27][N:28]1[C:32](B(O)O)=[CH:31][CH:30]=[N:29]1.C([O-])(O)=O.[Na+]. The catalyst is C1COCC1.O.C1C=CC([P]([Pd]([P](C2C=CC=CC=2)(C2C=CC=CC=2)C2C=CC=CC=2)([P](C2C=CC=CC=2)(C2C=CC=CC=2)C2C=CC=CC=2)[P](C2C=CC=CC=2)(C2C=CC=CC=2)C2C=CC=CC=2)(C2C=CC=CC=2)C2C=CC=CC=2)=CC=1. The product is [N+:19]([C:15]1[CH:14]=[C:13]([CH:18]=[CH:17][CH:16]=1)[CH2:12][N:9]1[C:4]2[N:5]=[C:6]([NH2:8])[N:7]=[C:2]([C:32]3[N:28]([CH2:27][O:26][CH2:25][CH2:24][Si:23]([CH3:37])([CH3:36])[CH3:22])[N:29]=[CH:30][CH:31]=3)[C:3]=2[N:11]=[N:10]1)([O-:21])=[O:20]. The yield is 0.340. (3) The reactants are [CH3:1][C:2]1([CH3:26])[CH2:6][C:5]2[CH:7]=[CH:8][CH:9]=[C:10]([CH2:11][NH:12][C:13]3[CH:18]=[CH:17][CH:16]=[CH:15][C:14]=3[O:19][C:20]3[CH:25]=[CH:24][CH:23]=[CH:22][CH:21]=3)[C:4]=2[O:3]1.[F:27][CH2:28][C:29](Cl)=[O:30]. The catalyst is C(Cl)Cl. The product is [CH3:1][C:2]1([CH3:26])[CH2:6][C:5]2[CH:7]=[CH:8][CH:9]=[C:10]([CH2:11][N:12]([C:13]3[CH:18]=[CH:17][CH:16]=[CH:15][C:14]=3[O:19][C:20]3[CH:25]=[CH:24][CH:23]=[CH:22][CH:21]=3)[C:29](=[O:30])[CH2:28][F:27])[C:4]=2[O:3]1. The yield is 0.720. (4) The yield is 0.690. The catalyst is O.[Cl-].C([N+](CCCC)(CCCC)CCCC)CCC.C1COCC1.C([O-])(=O)C.[Pd+2].C([O-])(=O)C. The product is [CH3:22][O:23][C:24](=[O:25])[C:26]([NH:28][C:29]([O:31][CH2:32][C:33]1[CH:34]=[CH:35][CH:36]=[CH:37][CH:38]=1)=[O:30])=[CH:27][C:17]1[CH:18]=[CH:19][C:9]([NH:8][C:6]([O:5][C:1]([CH3:4])([CH3:3])[CH3:2])=[O:7])=[C:10]([CH3:21])[C:11]=1[CH2:12][O:13][C:14](=[O:16])[CH3:15]. The reactants are [C:1]([O:5][C:6]([NH:8][C:9]1[C:10]([CH3:21])=[C:11]([C:17](I)=[CH:18][CH:19]=1)[CH2:12][O:13][C:14](=[O:16])[CH3:15])=[O:7])([CH3:4])([CH3:3])[CH3:2].[CH3:22][O:23][C:24]([C:26]([NH:28][C:29]([O:31][CH2:32][C:33]1[CH:38]=[CH:37][CH:36]=[CH:35][CH:34]=1)=[O:30])=[CH2:27])=[O:25].C(=O)(O)[O-].[Na+]. (5) The reactants are C[O:2][C:3](=[O:28])/[C:4](/[C:12]1[CH:17]=[CH:16][C:15]([N:18]2[C:22]([CH3:23])=[N:21][N:20]=[N:19]2)=[C:14]([C:24]([F:27])([F:26])[F:25])[CH:13]=1)=[CH:5]/[CH2:6][CH:7]1[CH2:11][CH2:10][CH2:9][CH2:8]1.[OH-].[Na+]. The catalyst is C(O)C. The product is [CH:7]1([CH2:6]/[CH:5]=[C:4](\[C:12]2[CH:17]=[CH:16][C:15]([N:18]3[C:22]([CH3:23])=[N:21][N:20]=[N:19]3)=[C:14]([C:24]([F:25])([F:27])[F:26])[CH:13]=2)/[C:3]([OH:28])=[O:2])[CH2:11][CH2:10][CH2:9][CH2:8]1. The yield is 0.980. (6) The reactants are [NH2:1][C:2]1[CH:6]=[C:5]([C:7]2[CH:12]=[CH:11][C:10]([F:13])=[C:9]([F:14])[CH:8]=2)[S:4][C:3]=1[C:15]([OH:17])=O.[NH2:18][C:19]1([C:25]([O:27][CH3:28])=[O:26])[CH2:24][CH2:23][CH2:22][CH2:21][CH2:20]1.C(N(CC)CC)C.CN(C(ON1N=NC2C=CC=NC1=2)=[N+](C)C)C.F[P-](F)(F)(F)(F)F. The catalyst is CN(C=O)C.C(OCC)(=O)C. The product is [NH2:1][C:2]1[CH:6]=[C:5]([C:7]2[CH:12]=[CH:11][C:10]([F:13])=[C:9]([F:14])[CH:8]=2)[S:4][C:3]=1[C:15]([NH:18][C:19]1([C:25]([O:27][CH3:28])=[O:26])[CH2:24][CH2:23][CH2:22][CH2:21][CH2:20]1)=[O:17]. The yield is 0.250.